Dataset: Reaction yield outcomes from USPTO patents with 853,638 reactions. Task: Predict the reaction yield, written as a fraction of the theoretical maximum amount of product (1.0 means a 100% yield; for example, 0.34 means a 34% yield). The yield is 0.540. No catalyst specified. The reactants are Br[C:2]1[CH:7]=[C:6]([F:8])[CH:5]=[C:4]([F:9])[CH:3]=1.O1CC(=O)C1.[CH2:15]1[CH2:19][O:18][CH2:17][CH2:16]1. The product is [F:9][C:4]1[CH:3]=[C:2]([C:19]2([OH:18])[CH2:15][CH2:16][CH2:17]2)[CH:7]=[C:6]([F:8])[CH:5]=1.